This data is from Catalyst prediction with 721,799 reactions and 888 catalyst types from USPTO. The task is: Predict which catalyst facilitates the given reaction. Reactant: Cl[C:2]1C=C(C=C[CH:11]=1)C(OO)=O.C(S[C:15]1[C:20]([C:21]2[N:33]([CH3:34])[C:24]3=[N:25][CH:26]=[C:27]([C:29]([F:32])([F:31])[F:30])[CH:28]=[C:23]3[N:22]=2)=[CH:19][CH:18]=[C:17]([C:35]([F:38])([F:37])[F:36])[N:16]=1)C.[S:39]([O-:43])([O-])(=[O:41])=S.[Na+].[Na+]. Product: [CH2:2]([S:39]([C:15]1[C:20]([C:21]2[N:33]([CH3:34])[C:24]3=[N:25][CH:26]=[C:27]([C:29]([F:30])([F:31])[F:32])[CH:28]=[C:23]3[N:22]=2)=[CH:19][CH:18]=[C:17]([C:35]([F:37])([F:38])[F:36])[N:16]=1)(=[O:43])=[O:41])[CH3:11]. The catalyst class is: 22.